This data is from TCR-epitope binding with 47,182 pairs between 192 epitopes and 23,139 TCRs. The task is: Binary Classification. Given a T-cell receptor sequence (or CDR3 region) and an epitope sequence, predict whether binding occurs between them. (1) The epitope is VLAWLYAAV. The TCR CDR3 sequence is CASSFVNTEAFF. Result: 1 (the TCR binds to the epitope). (2) The epitope is FLPRVFSAV. The TCR CDR3 sequence is CASSQSLHGATNEKLFF. Result: 0 (the TCR does not bind to the epitope). (3) The epitope is TFYLTNDVSFL. The TCR CDR3 sequence is CASSLGTSSYEQYF. Result: 0 (the TCR does not bind to the epitope). (4) The epitope is LEPLVDLPI. The TCR CDR3 sequence is CASKAKTVTYKQYF. Result: 0 (the TCR does not bind to the epitope).